This data is from Catalyst prediction with 721,799 reactions and 888 catalyst types from USPTO. The task is: Predict which catalyst facilitates the given reaction. (1) Reactant: F[C:2]1[N:7]=[CH:6][C:5]([C:8]2[S:9][C:10]3[CH:16]=[C:15]([O:17][CH3:18])[CH:14]=[CH:13][C:11]=3[N:12]=2)=[CH:4][CH:3]=1.[NH:19]1[CH2:23][CH2:22][CH2:21][CH2:20]1. Product: [CH3:18][O:17][C:15]1[CH:14]=[CH:13][C:11]2[N:12]=[C:8]([C:5]3[CH:6]=[N:7][C:2]([N:19]4[CH2:23][CH2:22][CH2:21][CH2:20]4)=[CH:3][CH:4]=3)[S:9][C:10]=2[CH:16]=1. The catalyst class is: 6. (2) Reactant: [C:1]12([CH2:11][O:12][C:13]3[C:22]([CH:23]4[CH2:25][CH2:24]4)=[CH:21][C:16]4[C:17]([NH2:20])=[N:18][O:19][C:15]=4[CH:14]=3)[CH2:10][CH:5]3[CH2:6][CH:7]([CH2:9][CH:3]([CH2:4]3)[CH2:2]1)[CH2:8]2.[CH3:26][S:27](Cl)(=[O:29])=[O:28].C(N(CC)CC)C. Product: [C:1]12([CH2:11][O:12][C:13]3[C:22]([CH:23]4[CH2:24][CH2:25]4)=[CH:21][C:16]4[C:17]([NH:20][S:27]([CH3:26])(=[O:29])=[O:28])=[N:18][O:19][C:15]=4[CH:14]=3)[CH2:2][CH:3]3[CH2:4][CH:5]([CH2:6][CH:7]([CH2:9]3)[CH2:8]1)[CH2:10]2. The catalyst class is: 2. (3) Reactant: C(Cl)(=O)C(Cl)=O.[C:7]([O:11][C:12]([NH:14][C:15]1[C:24]2[C:19](=[CH:20][CH:21]=[CH:22][CH:23]=2)[C:18]([C:25](O)=[O:26])=[CH:17][CH:16]=1)=[O:13])([CH3:10])([CH3:9])[CH3:8].[NH2:28][C:29]1[C:30]([C:35]([NH:37][CH2:38][CH:39]2[CH2:44][CH2:43][O:42][CH2:41][CH2:40]2)=[O:36])=[N:31][CH:32]=[CH:33][CH:34]=1. Product: [O:42]1[CH2:41][CH2:40][CH:39]([CH2:38][NH:37][C:35]([C:30]2[C:29]([NH:28][C:25]([C:18]3[C:19]4[C:24](=[CH:23][CH:22]=[CH:21][CH:20]=4)[C:15]([NH:14][C:12](=[O:13])[O:11][C:7]([CH3:10])([CH3:9])[CH3:8])=[CH:16][CH:17]=3)=[O:26])=[CH:34][CH:33]=[CH:32][N:31]=2)=[O:36])[CH2:44][CH2:43]1. The catalyst class is: 64. (4) Reactant: [F:1][C:2]1[CH:38]=[CH:37][C:5]([CH2:6][O:7][C:8]2[CH:13]=[CH:12][N:11]([C:14]3[CH:15]=[CH:16][C:17]4[C:18]5[CH2:28][CH2:27][N:26](C(OC(C)(C)C)=O)[CH2:25][CH2:24][C:19]=5[N:20]([CH3:23])[C:21]=4[CH:22]=3)[C:10](=[O:36])[CH:9]=2)=[CH:4][CH:3]=1.[ClH:39]. Product: [ClH:39].[F:1][C:2]1[CH:3]=[CH:4][C:5]([CH2:6][O:7][C:8]2[CH:13]=[CH:12][N:11]([C:14]3[CH:15]=[CH:16][C:17]4[C:18]5[CH2:28][CH2:27][NH:26][CH2:25][CH2:24][C:19]=5[N:20]([CH3:23])[C:21]=4[CH:22]=3)[C:10](=[O:36])[CH:9]=2)=[CH:37][CH:38]=1. The catalyst class is: 4. (5) Reactant: [C:1]([C:5]1[CH:14]=[CH:13][C:12]2[C:7](=[CH:8][CH:9]=[C:10]([C:15]([O:17]C)=[O:16])[CH:11]=2)[N:6]=1)([CH3:4])([CH3:3])[CH3:2].[OH-].[Na+]. Product: [C:1]([C:5]1[CH:14]=[CH:13][C:12]2[C:7](=[CH:8][CH:9]=[C:10]([C:15]([OH:17])=[O:16])[CH:11]=2)[N:6]=1)([CH3:4])([CH3:2])[CH3:3]. The catalyst class is: 92. (6) Reactant: [CH3:1][O:2][C:3]1[C:8]2[O:9][C:10]([CH:12]=[CH:13][C:7]=2[CH:6]=[CH:5][C:4]=1[OH:14])=[O:11].[Cl:15][CH2:16][C:17](Cl)=[O:18].C(=O)([O-])[O-].[Na+].[Na+]. Product: [Cl:15][CH2:16][C:17]([O:14][C:4]1[C:3]([O:2][CH3:1])=[C:8]2[C:7]([CH:13]=[CH:12][C:10](=[O:11])[O:9]2)=[CH:6][CH:5]=1)=[O:18].[C:10]([O:9][CH2:8][CH3:7])(=[O:11])[CH3:12]. The catalyst class is: 9. (7) Reactant: C([O:5][C:6]([CH:8]1[CH:12]([C:13]2[CH:18]=[CH:17][CH:16]=[C:15]([Cl:19])[C:14]=2[F:20])[C:11]([C:23]2[CH:28]=[CH:27][C:26]([Cl:29])=[CH:25][C:24]=2[F:30])([C:21]#[N:22])[CH:10]([CH2:31][C:32]([CH3:39])([CH3:38])[CH2:33][CH2:34][N:35]=[N+:36]=[N-:37])[NH:9]1)=[O:7])(C)(C)C.[F:40][C:41]([F:46])([F:45])[C:42]([OH:44])=[O:43]. Product: [F:40][C:41]([F:46])([F:45])[C:42]([OH:44])=[O:43].[N:35]([CH2:34][CH2:33][C:32]([CH3:39])([CH3:38])[CH2:31][CH:10]1[NH:9][CH:8]([C:6]([OH:7])=[O:5])[CH:12]([C:13]2[CH:18]=[CH:17][CH:16]=[C:15]([Cl:19])[C:14]=2[F:20])[C:11]1([C:23]1[CH:28]=[CH:27][C:26]([Cl:29])=[CH:25][C:24]=1[F:30])[C:21]#[N:22])=[N+:36]=[N-:37]. The catalyst class is: 4. (8) Reactant: [Cl-].[OH:2][NH3+:3].[C:4](=[O:7])([O-])O.[Na+].[CH3:9]S(C)=O.C([O:16][CH2:17][C:18]([O:21][C:22]1[CH:27]=[CH:26][C:25]([N:28]2[C:33](=[O:34])[C:32]([CH2:35][C:36]3[CH:41]=[CH:40][C:39]([C:42]4[CH:47]=[CH:46][CH:45]=[CH:44][C:43]=4[C:48]#[N:49])=[CH:38][CH:37]=3)=[C:31]([CH2:50][CH2:51][CH3:52])[N:30]3[N:53]=[CH:54]N=[C:29]23)=[CH:24][CH:23]=1)([CH3:20])[CH3:19])(=O)C. Product: [OH:16][CH2:17][C:18]([CH3:19])([CH3:20])[O:21][C:22]1[CH:23]=[CH:24][C:25]([N:28]2[C:33](=[O:34])[C:32]([CH2:35][C:36]3[CH:41]=[CH:40][C:39]([C:42]4[CH:47]=[CH:46][CH:45]=[CH:44][C:43]=4[C:48]4[NH:49][C:4](=[O:7])[O:2][N:3]=4)=[CH:38][CH:37]=3)=[C:31]([CH2:50][CH2:51][CH3:52])[N:30]3[N:53]=[CH:54][CH:9]=[C:29]23)=[CH:26][CH:27]=1. The catalyst class is: 13. (9) Reactant: N(C(OC(C)C)=O)=NC(OC(C)C)=O.[C:32]1(P([C:28]2[CH:33]=[CH:32][CH:31]=[CH:30]C=2)[C:32]2[CH:33]=[CH:28]C=[CH:30][CH:31]=2)[CH:33]=[CH:28]C=[CH:30][CH:31]=1.[CH2:34]([O:41][C:42]1[C:43](=[O:69])[CH2:44][C:45]([CH2:48][O:49][C:50]([C:63]2[CH:68]=[CH:67][CH:66]=[CH:65][CH:64]=2)([C:57]2[CH:62]=[CH:61][CH:60]=[CH:59][CH:58]=2)[C:51]2[CH:56]=[CH:55][CH:54]=[CH:53][CH:52]=2)=[N:46][CH:47]=1)[C:35]1[CH:40]=[CH:39][CH:38]=[CH:37][CH:36]=1.C1(O)CCCC1. Product: [CH2:34]([O:41][C:42]1[C:43]([O:69][CH:30]2[CH2:31][CH2:32][CH2:33][CH2:28]2)=[CH:44][C:45]([CH2:48][O:49][C:50]([C:51]2[CH:56]=[CH:55][CH:54]=[CH:53][CH:52]=2)([C:63]2[CH:64]=[CH:65][CH:66]=[CH:67][CH:68]=2)[C:57]2[CH:62]=[CH:61][CH:60]=[CH:59][CH:58]=2)=[N:46][CH:47]=1)[C:35]1[CH:40]=[CH:39][CH:38]=[CH:37][CH:36]=1. The catalyst class is: 7. (10) Reactant: [C:1]([O:5][C:6]([N:8]1[C:17]2[C:12](=[CH:13][CH:14]=[C:15]([CH2:18][CH2:19][O:20][C:21]3[CH:22]=[C:23]4[C:27](=[CH:28][CH:29]=3)[N:26]([C:30]([C:37]3[CH:42]=[CH:41][CH:40]=[CH:39][CH:38]=3)=[CH:31][C:32]([O:34][CH2:35][CH3:36])=[O:33])[CH:25]=[CH:24]4)[N:16]=2)[CH2:11][CH2:10][CH2:9]1)=[O:7])([CH3:4])([CH3:3])[CH3:2].[H][H]. Product: [C:1]([O:5][C:6]([N:8]1[C:17]2[C:12](=[CH:13][CH:14]=[C:15]([CH2:18][CH2:19][O:20][C:21]3[CH:22]=[C:23]4[C:27](=[CH:28][CH:29]=3)[N:26]([CH:30]([C:37]3[CH:42]=[CH:41][CH:40]=[CH:39][CH:38]=3)[CH2:31][C:32]([O:34][CH2:35][CH3:36])=[O:33])[CH:25]=[CH:24]4)[N:16]=2)[CH2:11][CH2:10][CH2:9]1)=[O:7])([CH3:2])([CH3:3])[CH3:4]. The catalyst class is: 43.